From a dataset of Experimentally validated miRNA-target interactions with 360,000+ pairs, plus equal number of negative samples. Binary Classification. Given a miRNA mature sequence and a target amino acid sequence, predict their likelihood of interaction. (1) The miRNA is mmu-miR-721 with sequence CAGUGCAAUUAAAAGGGGGAA. The protein sequence of the target gene is MATPASTPDTRALVADFVGYKLRQKGYVCGAGPGEGPAADPLHQAMRAAGDEFETRFRRTFSDLAAQLHVTPGSAQQRFTQVSDELFQGGPNWGRLVAFFVFGAALCAESVNKEMEPLVGQVQDWMVAYLETRLADWIHSSGGWAEFTALYGDGALEEARRLREGNWASVRTVLTGAVALGALVTVGAFFASK. Result: 0 (no interaction). (2) The miRNA is hsa-let-7b-5p with sequence UGAGGUAGUAGGUUGUGUGGUU. The protein sequence of the target gene is MRSFKRVNFGTLLSSQKEAEELLPALKEFLSNPPAGFPSSRSDAERRQACDAILRACNQQLTAKLACPRHLGSLLELAELACDGYLVSTPQRPPLYLERILFVLLRNAAAQGSPEATLRLAQPLHACLVQCSREAAPQDYEAVARGSFSLLWKGAEALLERRAAFAARLKALSFLVLLEDESTPCEVPHFASPTACRAVAAHQLFDASGHGLNEADADFLDDLLSRHVIRALVGERGSSSGLLSPQRALCLLELTLEHCRRFCWSRHHDKAISAVEKAHSYLRNTNLAPSLQLCQLGVKL.... Result: 1 (interaction).